This data is from Reaction yield outcomes from USPTO patents with 853,638 reactions. The task is: Predict the reaction yield, written as a fraction of the theoretical maximum amount of product (1.0 means a 100% yield; for example, 0.34 means a 34% yield). The reactants are [NH2:1][C:2]1[CH:7]=[CH:6][CH:5]=[CH:4][C:3]=1[CH:8]1[N:13]2[N:14]=[C:15]([C:19]3[CH:24]=[CH:23][C:22]([O:25][CH2:26][CH:27]4[CH2:29][CH2:28]4)=[CH:21][CH:20]=3)[C:16]([C:17]#[N:18])=[C:12]2[NH:11][CH2:10][CH2:9]1.[OH-:30].[Na+].OO. The catalyst is CCO.CS(C)=O. The product is [NH2:1][C:2]1[CH:7]=[CH:6][CH:5]=[CH:4][C:3]=1[CH:8]1[N:13]2[N:14]=[C:15]([C:19]3[CH:20]=[CH:21][C:22]([O:25][CH2:26][CH:27]4[CH2:29][CH2:28]4)=[CH:23][CH:24]=3)[C:16]([C:17]([NH2:18])=[O:30])=[C:12]2[NH:11][CH2:10][CH2:9]1. The yield is 0.410.